Task: Regression. Given two drug SMILES strings and cell line genomic features, predict the synergy score measuring deviation from expected non-interaction effect.. Dataset: NCI-60 drug combinations with 297,098 pairs across 59 cell lines (1) Synergy scores: CSS=5.46, Synergy_ZIP=0.989, Synergy_Bliss=2.60, Synergy_Loewe=-3.75, Synergy_HSA=-1.34. Cell line: DU-145. Drug 2: C(CCl)NC(=O)N(CCCl)N=O. Drug 1: CS(=O)(=O)C1=CC(=C(C=C1)C(=O)NC2=CC(=C(C=C2)Cl)C3=CC=CC=N3)Cl. (2) Drug 1: C1CCN(CC1)CCOC2=CC=C(C=C2)C(=O)C3=C(SC4=C3C=CC(=C4)O)C5=CC=C(C=C5)O. Drug 2: COC1=NC(=NC2=C1N=CN2C3C(C(C(O3)CO)O)O)N. Cell line: SR. Synergy scores: CSS=-11.7, Synergy_ZIP=1.09, Synergy_Bliss=-10.3, Synergy_Loewe=-13.3, Synergy_HSA=-14.8. (3) Drug 1: COC1=CC(=CC(=C1O)OC)C2C3C(COC3=O)C(C4=CC5=C(C=C24)OCO5)OC6C(C(C7C(O6)COC(O7)C8=CC=CS8)O)O. Drug 2: CC1=C(C=C(C=C1)C(=O)NC2=CC(=CC(=C2)C(F)(F)F)N3C=C(N=C3)C)NC4=NC=CC(=N4)C5=CN=CC=C5. Cell line: NCI-H322M. Synergy scores: CSS=-7.79, Synergy_ZIP=0.890, Synergy_Bliss=0.331, Synergy_Loewe=-7.46, Synergy_HSA=-5.03.